Predict the product of the given reaction. From a dataset of Forward reaction prediction with 1.9M reactions from USPTO patents (1976-2016). (1) The product is: [NH2:37][N:5]1[N:4]=[C:3]([C:2]([F:1])([F:14])[F:15])[C:12]2[C:7](=[CH:8][CH:9]=[CH:10][CH:11]=2)[C:6]1=[O:13]. Given the reactants [F:1][C:2]([F:15])([F:14])[C:3]1[C:12]2[C:7](=[CH:8][CH:9]=[CH:10][CH:11]=2)[C:6](=[O:13])[NH:5][N:4]=1.CC([O-])(C)C.[K+].C1(P(O[NH2:37])(C2C=CC=CC=2)=O)C=CC=CC=1, predict the reaction product. (2) Given the reactants Br[C:2]1[CH:7]=[CH:6][C:5]([CH2:8][CH2:9][CH2:10][N:11]([CH2:19][CH2:20][CH2:21][O:22][CH3:23])[C:12](=[O:18])[O:13][C:14]([CH3:17])([CH3:16])[CH3:15])=[CH:4][CH:3]=1.[B:24]1([B:24]2[O:28][C:27]([CH3:30])([CH3:29])[C:26]([CH3:32])([CH3:31])[O:25]2)[O:28][C:27]([CH3:30])([CH3:29])[C:26]([CH3:32])([CH3:31])[O:25]1.C([O-])(=O)C.[K+].C1(P(C2CCCCC2)C2CCCCC2)CCCCC1, predict the reaction product. The product is: [CH3:23][O:22][CH2:21][CH2:20][CH2:19][N:11]([CH2:10][CH2:9][CH2:8][C:5]1[CH:6]=[CH:7][C:2]([B:24]2[O:28][C:27]([CH3:30])([CH3:29])[C:26]([CH3:32])([CH3:31])[O:25]2)=[CH:3][CH:4]=1)[C:12](=[O:18])[O:13][C:14]([CH3:17])([CH3:16])[CH3:15]. (3) Given the reactants [Mg].Br[C:3]1[S:4][CH:5]=[CH:6][C:7]=1[CH2:8][CH2:9][CH2:10][CH2:11][CH2:12][CH2:13][CH2:14][CH2:15][CH2:16][CH2:17][CH2:18][CH3:19].[CH2:20]([Sn:24](Cl)([CH2:29][CH2:30][CH2:31][CH3:32])[CH2:25][CH2:26][CH2:27][CH3:28])[CH2:21][CH2:22][CH3:23].O, predict the reaction product. The product is: [CH2:29]([Sn:24]([CH2:20][CH2:21][CH2:22][CH3:23])([CH2:25][CH2:26][CH2:27][CH3:28])[C:3]1[S:4][CH:5]=[CH:6][C:7]=1[CH2:8][CH2:9][CH2:10][CH2:11][CH2:12][CH2:13][CH2:14][CH2:15][CH2:16][CH2:17][CH2:18][CH3:19])[CH2:30][CH2:31][CH3:32]. (4) Given the reactants C([O:8][C:9]1[C:25]([O:26][CH2:27]C2C=CC=CC=2)=[CH:24][CH:23]=[CH:22][C:10]=1[C:11]([NH:13][CH2:14][C:15]1[CH:20]=[CH:19][C:18]([F:21])=[CH:17][CH:16]=1)=[O:12])C1C=CC=CC=1.Cl, predict the reaction product. The product is: [F:21][C:18]1[CH:19]=[CH:20][C:15]([CH2:14][NH:13][C:11](=[O:12])[C:10]2[CH:22]=[CH:23][CH:24]=[C:25]([O:26][CH3:27])[C:9]=2[OH:8])=[CH:16][CH:17]=1. (5) Given the reactants Br[C:2]1[C:11]([O:12][CH3:13])=[CH:10][C:9]2[C:4](=[CH:5][CH:6]=[CH:7][CH:8]=2)[CH:3]=1.[CH2:14]1[O:16][CH2:15]1, predict the reaction product. The product is: [CH3:13][O:12][C:11]1[C:2]([CH2:14][CH2:15][OH:16])=[CH:3][C:4]2[C:9]([CH:10]=1)=[CH:8][CH:7]=[CH:6][CH:5]=2. (6) Given the reactants Br[C:2]1[CH:3]=[C:4]([NH:10][C:11]2[CH:16]=[CH:15][C:14]([N:17]3[CH2:22][CH2:21][N:20]([CH3:23])[CH:19]([CH2:24][F:25])[CH2:18]3)=[CH:13][N:12]=2)[C:5](=[O:9])[N:6]([CH3:8])[CH:7]=1.[C:26]([O:29][CH2:30][C:31]1[C:36]([N:37]2[CH2:49][CH2:48][N:40]3[C:41]4[CH2:42][CH2:43][CH2:44][CH2:45][C:46]=4[CH:47]=[C:39]3[C:38]2=[O:50])=[CH:35][C:34]([F:51])=[CH:33][C:32]=1B1OC(C)(C)C(C)(C)O1)(=[O:28])[CH3:27].[O-]P([O-])([O-])=O.[K+].[K+].[K+].CC([O-])=O.[Na+], predict the reaction product. The product is: [C:26]([O:29][CH2:30][C:31]1[C:36]([N:37]2[CH2:49][CH2:48][N:40]3[C:41]4[CH2:42][CH2:43][CH2:44][CH2:45][C:46]=4[CH:47]=[C:39]3[C:38]2=[O:50])=[CH:35][C:34]([F:51])=[CH:33][C:32]=1[C:2]1[CH:3]=[C:4]([NH:10][C:11]2[CH:16]=[CH:15][C:14]([N:17]3[CH2:22][CH2:21][N:20]([CH3:23])[CH:19]([CH2:24][F:25])[CH2:18]3)=[CH:13][N:12]=2)[C:5](=[O:9])[N:6]([CH3:8])[CH:7]=1)(=[O:28])[CH3:27]. (7) The product is: [CH:1]([O:4][C:5]1[CH:13]=[CH:12][C:11]([S:14]([CH3:17])(=[O:16])=[O:15])=[CH:10][C:6]=1[C:7]([N:31]1[CH2:30][CH:29]=[C:28]([C:25]2[CH:26]=[CH:27][C:22]([S:19]([CH3:18])(=[O:21])=[O:20])=[CH:23][CH:24]=2)[CH2:33][CH2:32]1)=[O:9])([CH3:2])[CH3:3]. Given the reactants [CH:1]([O:4][C:5]1[CH:13]=[CH:12][C:11]([S:14]([CH3:17])(=[O:16])=[O:15])=[CH:10][C:6]=1[C:7]([OH:9])=O)([CH3:3])[CH3:2].[CH3:18][S:19]([C:22]1[CH:27]=[CH:26][C:25]([C:28]2[CH2:29][CH2:30][NH:31][CH2:32][CH:33]=2)=[CH:24][CH:23]=1)(=[O:21])=[O:20], predict the reaction product. (8) Given the reactants C(OC([N:8]1[CH2:13][CH2:12][C:11](=[C:14](Br)[C:15]2[CH:20]=[CH:19][C:18]([C:21](=[O:27])[N:22]([CH2:25][CH3:26])[CH2:23][CH3:24])=[CH:17][CH:16]=2)[CH2:10][CH2:9]1)=O)(C)(C)C.[N+:29]([C:32]1[CH:37]=[CH:36][CH:35]=[CH:34][C:33]=1B(O)O)([O-:31])=[O:30].C([O-])([O-])=O.[Na+].[Na+], predict the reaction product. The product is: [CH2:23]([N:22]([CH2:25][CH3:26])[C:21](=[O:27])[C:18]1[CH:19]=[CH:20][C:15]([C:14]([C:33]2[CH:34]=[CH:35][CH:36]=[CH:37][C:32]=2[N+:29]([O-:31])=[O:30])=[C:11]2[CH2:10][CH2:9][NH:8][CH2:13][CH2:12]2)=[CH:16][CH:17]=1)[CH3:24]. (9) The product is: [C:30]([CH2:29][CH:28]([NH:27][C:18](=[O:19])[C:17]1[CH:21]=[C:13]([C:12]#[C:11][C:8]2[CH:7]=[CH:6][C:5]([C:3](=[O:4])[NH:2][CH3:1])=[CH:10][CH:9]=2)[CH:14]=[CH:15][C:16]=1[O:22][C:23]([F:24])([F:25])[F:26])[CH2:32][C:33]1[C:41]2[C:36](=[CH:37][CH:38]=[CH:39][CH:40]=2)[NH:35][CH:34]=1)#[N:31]. Given the reactants [CH3:1][NH:2][C:3]([C:5]1[CH:10]=[CH:9][C:8]([C:11]#[C:12][C:13]2[CH:14]=[CH:15][C:16]([O:22][C:23]([F:26])([F:25])[F:24])=[C:17]([CH:21]=2)[C:18](O)=[O:19])=[CH:7][CH:6]=1)=[O:4].[NH2:27][CH:28]([CH2:32][C:33]1[C:41]2[C:36](=[CH:37][CH:38]=[CH:39][CH:40]=2)[NH:35][CH:34]=1)[CH2:29][C:30]#[N:31].C1C=CC2N(O)N=NC=2C=1.CCN=C=NCCCN(C)C.Cl, predict the reaction product.